Dataset: Full USPTO retrosynthesis dataset with 1.9M reactions from patents (1976-2016). Task: Predict the reactants needed to synthesize the given product. Given the product [OH:26][C:22]1[C:23]([O:24][CH3:25])=[C:18]([O:17][CH3:16])[CH:19]=[CH:20][C:21]=1[C:6]([C:5]1[CH:4]=[C:3]([O:2][CH3:1])[C:11]([O:12][CH3:13])=[C:10]([O:14][CH3:15])[CH:9]=1)=[O:7], predict the reactants needed to synthesize it. The reactants are: [CH3:1][O:2][C:3]1[CH:4]=[C:5]([CH:9]=[C:10]([O:14][CH3:15])[C:11]=1[O:12][CH3:13])[C:6](Cl)=[O:7].[CH3:16][O:17][C:18]1[C:23]([O:24][CH3:25])=[C:22]([O:26]C)[CH:21]=[CH:20][C:19]=1C(C1C=C(OC)C(OC)=C(OC)C=1)=CC#N.COC1C=CC=C(OC)C=1OC.[Cl-].[Al+3].[Cl-].[Cl-].COC1C=CC(OC)=CC=1C(C1C=C(OC)C=C(OC)C=1)=O.